Dataset: Peptide-MHC class I binding affinity with 185,985 pairs from IEDB/IMGT. Task: Regression. Given a peptide amino acid sequence and an MHC pseudo amino acid sequence, predict their binding affinity value. This is MHC class I binding data. The peptide sequence is RTWHYCGSY. The MHC is HLA-B15:01 with pseudo-sequence HLA-B15:01. The binding affinity (normalized) is 0.610.